This data is from Forward reaction prediction with 1.9M reactions from USPTO patents (1976-2016). The task is: Predict the product of the given reaction. (1) The product is: [C:20]([CH2:19][CH2:18][CH2:17][CH2:16][CH:4]([CH2:1][OH:2])[CH2:5][C:6]1[CH:15]=[CH:14][C:9]([C:10]([O:12][CH3:13])=[O:11])=[CH:8][CH:7]=1)#[N:21]. Given the reactants [C:1]([CH:4]([CH2:16][CH2:17][CH2:18][CH2:19][C:20]#[N:21])[CH2:5][C:6]1[CH:15]=[CH:14][C:9]([C:10]([O:12][CH3:13])=[O:11])=[CH:8][CH:7]=1)(O)=[O:2].C(=O)(O)[O-].[Na+], predict the reaction product. (2) Given the reactants Cl[C:2]1[S:3][C:4]2[CH:10]=[C:9]([N+:11]([O-:13])=[O:12])[CH:8]=[CH:7][C:5]=2[N:6]=1.[NH2:14][C:15]1[CH:20]=[CH:19][C:18](B2OC(C)(C)C(C)(C)O2)=[CH:17][CH:16]=1.C([O-])([O-])=O.[K+].[K+].O1CCOCC1, predict the reaction product. The product is: [N+:11]([C:9]1[CH:8]=[CH:7][C:5]2[N:6]=[C:2]([C:18]3[CH:19]=[CH:20][C:15]([NH2:14])=[CH:16][CH:17]=3)[S:3][C:4]=2[CH:10]=1)([O-:13])=[O:12]. (3) Given the reactants [CH2:1]([O:4][C:5]1[CH:10]=[CH:9][C:8]([CH2:11][C@H:12]([NH:24][S:25]([C:28]2[CH:33]=[CH:32][C:31]([F:34])=[CH:30][CH:29]=2)(=[O:27])=[O:26])[C:13]([NH:15][C@@H:16]([CH2:20][CH:21]([CH3:23])[CH3:22])[C:17]([OH:19])=O)=[O:14])=[CH:7][CH:6]=1)[CH:2]=[CH2:3].CN(C(ON1N=N[C:45]2[CH:46]=CC=N[C:44]1=2)=[N+](C)C)C.F[P-](F)(F)(F)(F)F.CC[N:61](C(C)C)C(C)C.C[CH2:69][O:70][C:71]([CH3:73])=[O:72], predict the reaction product. The product is: [CH3:69][O:70][C:71](=[O:72])[C@@H:73]([NH:61][C:17](=[O:19])[C@@H:16]([NH:15][C:13](=[O:14])[C@@H:12]([NH:24][S:25]([C:28]1[CH:29]=[CH:30][C:31]([F:34])=[CH:32][CH:33]=1)(=[O:27])=[O:26])[CH2:11][C:8]1[CH:9]=[CH:10][C:5]([O:4][CH2:1][CH:2]=[CH2:3])=[CH:6][CH:7]=1)[CH2:20][CH:21]([CH3:23])[CH3:22])[CH2:46][CH:45]=[CH2:44]. (4) Given the reactants CO[C:3]1C=C(C)[C:6](CC2OC(C(OC)=O)=CC=2)=[C:5]([CH3:20])[CH:4]=1.[CH3:21][O:22][C:23]1[CH:38]=[C:37]([CH3:39])[CH:36]=[C:35]([CH3:40])[C:24]=1[CH2:25][C:26]1[O:30][C:29]([C:31]([O:33][CH3:34])=[O:32])=[CH:28][CH:27]=1.ClCC=C(C)C.CC(C)([O-])C.[K+].CC1C=C(OCCC(C)=C)C=C(C)C=1CC1OC(C(OC)=O)=CC=1, predict the reaction product. The product is: [CH3:40][C:35]1[CH:36]=[C:37]([CH3:39])[CH:38]=[C:23]([O:22][CH2:21][CH2:3][CH2:4][C:5]([CH3:20])=[CH2:6])[C:24]=1[CH2:25][C:26]1[O:30][C:29]([C:31]([O:33][CH3:34])=[O:32])=[CH:28][CH:27]=1. (5) Given the reactants Cl[C:2]1[CH:7]=[C:6]([N:8]2[CH2:12][CH2:11][CH2:10][CH2:9]2)[N:5]=[C:4](/[CH:13]=[CH:14]/[C:15]2[C:16]([N:25]([CH3:27])[CH3:26])=[N:17][C:18]3[C:23]([N:24]=2)=[CH:22][CH:21]=[CH:20][CH:19]=3)[N:3]=1.[CH3:28][NH:29][CH:30]1[CH2:35][CH2:34][O:33][CH2:32][CH2:31]1.CC(C)([O-])C.[Na+].C1(P(C2CCCCC2)C2C=CC=CC=2C2C=CC=CC=2N(C)C)CCCCC1, predict the reaction product. The product is: [CH3:26][N:25]([CH3:27])[C:16]1[C:15](/[CH:14]=[CH:13]/[C:4]2[N:3]=[C:2]([N:29]([CH3:28])[CH:30]3[CH2:35][CH2:34][O:33][CH2:32][CH2:31]3)[CH:7]=[C:6]([N:8]3[CH2:9][CH2:10][CH2:11][CH2:12]3)[N:5]=2)=[N:24][C:23]2[C:18](=[CH:19][CH:20]=[CH:21][CH:22]=2)[N:17]=1. (6) Given the reactants [C:1]([O:5][C:6]([N:8]1[CH2:13][CH2:12][NH:11][CH2:10][CH2:9]1)=[O:7])([CH3:4])([CH3:3])[CH3:2].[Br:14][C:15]1[CH:20]=[CH:19][C:18]([S:21](Cl)(=[O:23])=[O:22])=[C:17]([C:25]([F:28])([F:27])[F:26])[CH:16]=1, predict the reaction product. The product is: [C:1]([O:5][C:6]([N:8]1[CH2:13][CH2:12][N:11]([S:21]([C:18]2[CH:19]=[CH:20][C:15]([Br:14])=[CH:16][C:17]=2[C:25]([F:28])([F:26])[F:27])(=[O:23])=[O:22])[CH2:10][CH2:9]1)=[O:7])([CH3:4])([CH3:2])[CH3:3].